Dataset: NCI-60 drug combinations with 297,098 pairs across 59 cell lines. Task: Regression. Given two drug SMILES strings and cell line genomic features, predict the synergy score measuring deviation from expected non-interaction effect. (1) Drug 1: C1CCN(CC1)CCOC2=CC=C(C=C2)C(=O)C3=C(SC4=C3C=CC(=C4)O)C5=CC=C(C=C5)O. Drug 2: C1=NNC2=C1C(=O)NC=N2. Cell line: KM12. Synergy scores: CSS=-5.53, Synergy_ZIP=3.27, Synergy_Bliss=-2.09, Synergy_Loewe=-7.73, Synergy_HSA=-8.04. (2) Drug 1: C1=NC2=C(N=C(N=C2N1C3C(C(C(O3)CO)O)O)F)N. Drug 2: N.N.Cl[Pt+2]Cl. Cell line: SR. Synergy scores: CSS=56.9, Synergy_ZIP=2.41, Synergy_Bliss=1.97, Synergy_Loewe=-12.5, Synergy_HSA=2.97.